Task: Predict which catalyst facilitates the given reaction.. Dataset: Catalyst prediction with 721,799 reactions and 888 catalyst types from USPTO (1) The catalyst class is: 20. Product: [CH2:1]([P:3]([CH2:4][CH3:5])[CH2:12][CH2:13][NH:14][CH2:19][CH2:20][P:23]([CH2:26][CH3:27])[CH2:24][CH3:25])[CH3:2]. Reactant: [CH2:1]([PH:3][CH2:4][CH3:5])[CH3:2].[Li]CCCC.Cl[CH2:12][CH2:13][N:14]([CH2:19][CH2:20]Cl)[Si](C)(C)C.[Li][P:23]([CH2:26][CH3:27])[CH2:24][CH3:25]. (2) Reactant: [C:1]([O:5][C:6](=[O:35])[NH:7][CH2:8][C@H:9]1[CH2:13][CH2:12][C@H:11]([O:14][NH:15][C:16]([C@@H:18]2[CH2:24][CH2:23][C@@H:22]3[CH2:25][N:19]2[C:20](=[O:34])[N:21]3[O:26]CC2C=CC=CC=2)=[O:17])[CH2:10]1)([CH3:4])([CH3:3])[CH3:2]. Product: [C:1]([O:5][C:6](=[O:35])[NH:7][CH2:8][C@H:9]1[CH2:13][CH2:12][C@H:11]([O:14][NH:15][C:16]([C@@H:18]2[CH2:24][CH2:23][C@@H:22]3[CH2:25][N:19]2[C:20](=[O:34])[N:21]3[OH:26])=[O:17])[CH2:10]1)([CH3:4])([CH3:2])[CH3:3]. The catalyst class is: 19.